From a dataset of Full USPTO retrosynthesis dataset with 1.9M reactions from patents (1976-2016). Predict the reactants needed to synthesize the given product. (1) Given the product [C:1]([O:5][C:6](=[O:21])[NH:7][C:8]1[CH:13]=[C:12]([CH2:14][CH3:15])[C:11]([C:16]([F:19])([F:18])[F:17])=[CH:10][C:9]=1[NH:20][C:27](=[O:26])[CH2:28][C:29]([C:31]1[CH:36]=[CH:35][CH:34]=[C:33]([C:37]2[CH:38]=[C:39]([CH3:44])[N:40]=[C:41]([CH3:43])[CH:42]=2)[CH:32]=1)=[O:30])([CH3:2])([CH3:3])[CH3:4], predict the reactants needed to synthesize it. The reactants are: [C:1]([O:5][C:6](=[O:21])[NH:7][C:8]1[CH:13]=[C:12]([CH2:14][CH3:15])[C:11]([C:16]([F:19])([F:18])[F:17])=[CH:10][C:9]=1[NH2:20])([CH3:4])([CH3:3])[CH3:2].C([O:26][C:27](=O)[CH2:28][C:29]([C:31]1[CH:36]=[CH:35][CH:34]=[C:33]([C:37]2[CH:42]=[C:41]([CH3:43])[N:40]=[C:39]([CH3:44])[CH:38]=2)[CH:32]=1)=[O:30])(C)(C)C. (2) Given the product [CH2:13]=[C:14]([C:2]1[CH:11]=[C:10]([C:33]([CH3:38])=[CH2:34])[CH:9]=[C:8]2[C:3]=1[CH:4]=[CH:5][N:6]=[CH:7]2)[CH3:18], predict the reactants needed to synthesize it. The reactants are: Cl[C:2]1[CH:11]=[C:10](Cl)[CH:9]=[C:8]2[C:3]=1[CH:4]=[CH:5][N:6]=[CH:7]2.[CH3:13][C:14]1(C)[C:18](C)(C)OB(C(C)=C)O1.[O-]P([O-])([O-])=O.[K+].[K+].[K+].[C:33]1(C)[CH:38]=CC=C[CH:34]=1. (3) The reactants are: [CH:1]([N:4]1[CH2:12][C:11]2[C:6](=[CH:7][CH:8]=[C:9]([C:13]3[N:14]=[N:15][N:16]([C:19]4[CH:24]=[CH:23][C:22]([F:25])=[CH:21][C:20]=4[F:26])[C:17]=3[CH3:18])[CH:10]=2)[C:5]1=[O:27])([CH3:3])[CH3:2].C([O-])(=[O:30])C.[Na+].O.C(=O)(O)O.C(OCC)(=O)C. Given the product [CH:1]([N:4]1[C:12](=[O:30])[C:11]2[C:6](=[CH:7][CH:8]=[C:9]([C:13]3[N:14]=[N:15][N:16]([C:19]4[CH:24]=[CH:23][C:22]([F:25])=[CH:21][C:20]=4[F:26])[C:17]=3[CH3:18])[CH:10]=2)[C:5]1=[O:27])([CH3:3])[CH3:2], predict the reactants needed to synthesize it. (4) Given the product [CH3:1][C:2]1[C:7]([O:8][C:9]2[CH:14]=[CH:13][N:12]=[C:11]([C:15]3[CH:16]=[N:17][N:18]([CH3:20])[CH:19]=3)[CH:10]=2)=[CH:6][N:5]=[C:4]([NH2:21])[CH:3]=1, predict the reactants needed to synthesize it. The reactants are: [CH3:1][C:2]1[C:7]([O:8][C:9]2[CH:14]=[CH:13][N:12]=[C:11]([C:15]3[CH:16]=[N:17][N:18]([CH3:20])[CH:19]=3)[CH:10]=2)=[CH:6][N:5]=[C:4]([N+:21]([O-])=O)[CH:3]=1. (5) Given the product [Br:12][CH2:1][C:2]1[CH:11]=[CH:10][C:5]([C:6]([O:8][CH3:9])=[O:7])=[CH:4][N:3]=1, predict the reactants needed to synthesize it. The reactants are: [CH3:1][C:2]1[CH:11]=[CH:10][C:5]([C:6]([O:8][CH3:9])=[O:7])=[CH:4][N:3]=1.[Br:12]N1C(=O)CCC1=O.C(OOC(=O)C1C=CC=CC=1)(=O)C1C=CC=CC=1.